Dataset: Full USPTO retrosynthesis dataset with 1.9M reactions from patents (1976-2016). Task: Predict the reactants needed to synthesize the given product. (1) Given the product [Cl:1][C:2]1[CH:10]=[C:9]2[C:5](/[C:6](=[CH:17]/[C:12]3[CH2:16][CH2:15][CH2:14][CH:13]=3)/[C:7](=[O:11])[NH:8]2)=[CH:4][CH:3]=1, predict the reactants needed to synthesize it. The reactants are: [Cl:1][C:2]1[CH:10]=[C:9]2[C:5]([CH2:6][C:7](=[O:11])[NH:8]2)=[CH:4][CH:3]=1.[C:12]1([CH:17]=O)[CH2:16][CH2:15][CH2:14][CH:13]=1.N1CCCCC1. (2) Given the product [CH2:20]([O:22][C:26](=[O:27])[CH2:25][NH:19][C:3]1[CH:4]=[C:5]([C:8]2[N:12]=[C:11]([C:13]3[S:14][CH:15]=[CH:16][C:17]=3[Cl:18])[O:10][N:9]=2)[CH:6]=[CH:7][C:2]=1[Cl:1])[CH3:21], predict the reactants needed to synthesize it. The reactants are: [Cl:1][C:2]1[CH:7]=[CH:6][C:5]([C:8]2[N:12]=[C:11]([C:13]3[S:14][CH:15]=[CH:16][C:17]=3[Cl:18])[O:10][N:9]=2)=[CH:4][C:3]=1[NH2:19].[CH2:20]([OH:22])[CH3:21].C([CH2:25][C:26](OBr)=[O:27])C.C(N(CC)CC)C.